From a dataset of Catalyst prediction with 721,799 reactions and 888 catalyst types from USPTO. Predict which catalyst facilitates the given reaction. (1) Reactant: [CH3:1][C:2]([N:5]1[C:9]2[N:10]=[C:11]([C:29]3[CH:34]=[CH:33][C:32]([O:35][CH2:36][C:37]4[CH:42]=[CH:41][CH:40]=[CH:39][CH:38]=4)=[C:31]([CH3:43])[CH:30]=3)[C:12]3[C:13]([F:28])=[CH:14][C:15]([O:20][CH2:21][CH:22]4[CH2:27][CH2:26][NH:25][CH2:24][CH2:23]4)=[C:16]([O:18][CH3:19])[C:17]=3[C:8]=2[C:7]([CH3:44])=[N:6]1)([CH3:4])[CH3:3].Cl[CH:46](Cl)C.C=O.C(O[BH-](OC(=O)C)OC(=O)C)(=O)C.[Na+]. Product: [CH3:4][C:2]([N:5]1[C:9]2[N:10]=[C:11]([C:29]3[CH:34]=[CH:33][C:32]([O:35][CH2:36][C:37]4[CH:38]=[CH:39][CH:40]=[CH:41][CH:42]=4)=[C:31]([CH3:43])[CH:30]=3)[C:12]3[C:13]([F:28])=[CH:14][C:15]([O:20][CH2:21][CH:22]4[CH2:23][CH2:24][N:25]([CH3:46])[CH2:26][CH2:27]4)=[C:16]([O:18][CH3:19])[C:17]=3[C:8]=2[C:7]([CH3:44])=[N:6]1)([CH3:1])[CH3:3]. The catalyst class is: 34. (2) Reactant: Cl[CH2:2][CH2:3][N:4]1[C:16]2[C:15]3[N:14]=[C:13]([NH:17][C:18]4[CH:23]=[C:22]([N:24]5[CH2:29][CH2:28][N:27]([CH3:30])[CH2:26][CH2:25]5)[CH:21]=[CH:20][C:19]=4[O:31][C:32]([F:35])([F:34])[F:33])[N:12]=[CH:11][C:10]=3[CH2:9][CH2:8][C:7]=2[C:6]([C:36]([NH2:38])=[O:37])=[N:5]1.C1CCN2C(=NCCC2)CC1. Product: [CH3:30][N:27]1[CH2:28][CH2:29][N:24]([C:22]2[CH:21]=[CH:20][C:19]([O:31][C:32]([F:35])([F:34])[F:33])=[C:18]([NH:17][C:13]3[N:12]=[CH:11][C:10]4[CH2:9][CH2:8][C:7]5[C:6]([C:36]([NH2:38])=[O:37])=[N:5][N:4]([CH:3]=[CH2:2])[C:16]=5[C:15]=4[N:14]=3)[CH:23]=2)[CH2:25][CH2:26]1. The catalyst class is: 6. (3) Reactant: [CH3:1][O:2][C:3]1[CH:11]=[C:10]2[C:6]([CH2:7][CH2:8][C:9]2=[O:12])=[CH:5][C:4]=1[N:13]1[CH2:18][CH2:17][O:16][CH2:15][CH2:14]1.[F:19][C:20]([F:30])([F:29])[C:21]1[CH:28]=[CH:27][C:24]([CH:25]=O)=[CH:23][N:22]=1.CC1C=CC(S(O)(=O)=O)=CC=1. Product: [CH3:1][O:2][C:3]1[CH:11]=[C:10]2[C:6]([CH2:7]/[C:8](=[CH:25]\[C:24]3[CH:23]=[N:22][C:21]([C:20]([F:30])([F:19])[F:29])=[CH:28][CH:27]=3)/[C:9]2=[O:12])=[CH:5][C:4]=1[N:13]1[CH2:14][CH2:15][O:16][CH2:17][CH2:18]1. The catalyst class is: 133. (4) Reactant: Cl[CH2:2][C:3]([N:5]1[CH2:10][CH2:9][CH:8]([N:11]2[C:15](=[O:16])[C:14]([CH3:18])([CH3:17])[C:13]([C:19]3[CH:24]=[CH:23][C:22]([O:25][CH3:26])=[C:21]([O:27][CH3:28])[CH:20]=3)=[N:12]2)[CH2:7][CH2:6]1)=[O:4].[NH:29]1[C:37]2[C:32](=[CH:33][CH:34]=[CH:35][CH:36]=2)[CH2:31][C:30]1=[O:38].C([O-])([O-])=O.[K+].[K+]. Product: [CH3:28][O:27][C:21]1[CH:20]=[C:19]([C:13]2[C:14]([CH3:18])([CH3:17])[C:15](=[O:16])[N:11]([CH:8]3[CH2:7][CH2:6][N:5]([C:3](=[O:4])[CH2:2][N:29]4[C:37]5[C:32](=[CH:33][CH:34]=[CH:35][CH:36]=5)[CH2:31][C:30]4=[O:38])[CH2:10][CH2:9]3)[N:12]=2)[CH:24]=[CH:23][C:22]=1[O:25][CH3:26]. The catalyst class is: 10. (5) The catalyst class is: 70. Product: [Cl:13][C:14]1[CH:19]=[CH:18][C:17]([C:2]2[C:7]([C:8]([O:10][CH3:11])=[O:9])=[CH:6][N:5]=[C:4]([CH3:12])[CH:3]=2)=[C:16]([F:23])[CH:15]=1. Reactant: Cl[C:2]1[C:7]([C:8]([O:10][CH3:11])=[O:9])=[CH:6][N:5]=[C:4]([CH3:12])[CH:3]=1.[Cl:13][C:14]1[CH:19]=[CH:18][C:17](B(O)O)=[C:16]([F:23])[CH:15]=1.C(=O)([O-])[O-].[Cs+].[Cs+].